This data is from Catalyst prediction with 721,799 reactions and 888 catalyst types from USPTO. The task is: Predict which catalyst facilitates the given reaction. (1) Product: [O:25]1[CH:29]=[CH:28][C:27]([C:2]2[C:7]3[C:8](=[O:24])[N:9]4[CH2:16][CH2:15][N:14]([C:17]([O:19][C:20]([CH3:21])([CH3:22])[CH3:23])=[O:18])[CH2:13][CH:10]4[CH2:11][O:12][C:6]=3[CH:5]=[CH:4][CH:3]=2)=[CH:26]1. The catalyst class is: 551. Reactant: Br[C:2]1[C:7]2[C:8](=[O:24])[N:9]3[CH2:16][CH2:15][N:14]([C:17]([O:19][C:20]([CH3:23])([CH3:22])[CH3:21])=[O:18])[CH2:13][CH:10]3[CH2:11][O:12][C:6]=2[CH:5]=[CH:4][CH:3]=1.[O:25]1[CH:29]=[CH:28][C:27](B(O)O)=[CH:26]1.C(=O)([O-])[O-].[K+].[K+].O. (2) Reactant: [NH:1]1[C:10]2[C:5](=[CH:6][CH:7]=[CH:8][CH:9]=2)[CH2:4][CH2:3][CH2:2]1.[CH2:11](Br)[C:12]1[CH:17]=[CH:16][CH:15]=[CH:14][CH:13]=1.C(N(C(C)C)CC)(C)C. Product: [CH2:11]([N:1]1[C:10]2[C:5](=[CH:6][CH:7]=[CH:8][CH:9]=2)[CH2:4][CH2:3][CH2:2]1)[C:12]1[CH:17]=[CH:16][CH:15]=[CH:14][CH:13]=1. The catalyst class is: 163. (3) Reactant: [CH:1]1([C@H:7]([NH:12][C:13]([C:15]2[CH:20]=[CH:19][C:18]([C:21]([F:24])([F:23])[F:22])=[CH:17][C:16]=2[N+:25]([O-])=O)=[O:14])[C:8]([O:10][CH3:11])=[O:9])[CH2:6][CH2:5][CH2:4][CH2:3][CH2:2]1. Product: [NH2:25][C:16]1[CH:17]=[C:18]([C:21]([F:23])([F:24])[F:22])[CH:19]=[CH:20][C:15]=1[C:13]([NH:12][C@@H:7]([CH:1]1[CH2:6][CH2:5][CH2:4][CH2:3][CH2:2]1)[C:8]([O:10][CH3:11])=[O:9])=[O:14]. The catalyst class is: 63. (4) Reactant: Cl[C:2]1[N:7]=[C:6]([NH:8][C@H:9]([CH3:13])[C:10]([NH2:12])=[O:11])[CH:5]=[N:4][C:3]=1[C:14]#[N:15].[NH2:16][C:17]1[CH:18]=[N:19][C:20]2[C:25]([CH:26]=1)=[CH:24][CH:23]=[CH:22][CH:21]=2.C([O-])([O-])=O.[K+].[K+].C1C=CC(P(C2C(C3C(P(C4C=CC=CC=4)C4C=CC=CC=4)=CC=C4C=3C=CC=C4)=C3C(C=CC=C3)=CC=2)C2C=CC=CC=2)=CC=1. Product: [C:14]([C:3]1[N:4]=[CH:5][C:6]([NH:8][C@H:9]([CH3:13])[C:10]([NH2:12])=[O:11])=[N:7][C:2]=1[NH:16][C:17]1[CH:18]=[N:19][C:20]2[C:25]([CH:26]=1)=[CH:24][CH:23]=[CH:22][CH:21]=2)#[N:15]. The catalyst class is: 231. (5) Reactant: [Br:1][C:2]1[CH:7]=[CH:6][C:5]([C:8]2[NH:14][C:13](=[O:15])[C:10]3([CH2:12][CH2:11]3)[N:9]=2)=[CH:4][CH:3]=1.CS(O[CH2:21][C@@H:22]1[CH2:26][CH2:25][N:24]([C:27]([CH:29]2[CH2:31][CH2:30]2)=[O:28])[CH2:23]1)(=O)=O.C([O-])([O-])=O.[Cs+].[Cs+]. Product: [Br:1][C:2]1[CH:7]=[CH:6][C:5]([C:8]2[N:14]([CH2:21][C@@H:22]3[CH2:26][CH2:25][N:24]([C:27]([CH:29]4[CH2:31][CH2:30]4)=[O:28])[CH2:23]3)[C:13](=[O:15])[C:10]3([CH2:11][CH2:12]3)[N:9]=2)=[CH:4][CH:3]=1. The catalyst class is: 3. (6) Reactant: [C:1]([O:5][C:6]([N:8]1[CH2:13][CH2:12][CH:11]([CH2:14][C:15]2[CH:20]=[CH:19][C:18]([NH2:21])=[CH:17][CH:16]=2)[CH2:10][CH2:9]1)=[O:7])([CH3:4])([CH3:3])[CH3:2].C(N(CC)CC)C.[CH3:29][S:30](Cl)(=[O:32])=[O:31]. Product: [C:1]([O:5][C:6]([N:8]1[CH2:13][CH2:12][CH:11]([CH2:14][C:15]2[CH:20]=[CH:19][C:18]([NH:21][S:30]([CH3:29])(=[O:32])=[O:31])=[CH:17][CH:16]=2)[CH2:10][CH2:9]1)=[O:7])([CH3:4])([CH3:2])[CH3:3]. The catalyst class is: 7.